From a dataset of Full USPTO retrosynthesis dataset with 1.9M reactions from patents (1976-2016). Predict the reactants needed to synthesize the given product. Given the product [CH:1]1([C:4]2[O:8][N:7]=[C:6]([C:9]3[CH:14]=[CH:13][CH:12]=[CH:11][C:10]=3[O:15][C:16]([F:19])([F:17])[F:18])[C:5]=2[CH2:20][O:21][CH:22]2[CH2:28][CH:27]3[N:29]([C:30]4[S:31][C:32]5[CH:38]=[C:37]([C:39]([OH:41])=[O:40])[CH:36]=[C:35]([F:43])[C:33]=5[N:34]=4)[CH:24]([CH2:25][CH2:26]3)[CH2:23]2)[CH2:3][CH2:2]1, predict the reactants needed to synthesize it. The reactants are: [CH:1]1([C:4]2[O:8][N:7]=[C:6]([C:9]3[CH:14]=[CH:13][CH:12]=[CH:11][C:10]=3[O:15][C:16]([F:19])([F:18])[F:17])[C:5]=2[CH2:20][O:21][CH:22]2[CH2:28][CH:27]3[N:29]([C:30]4[S:31][C:32]5[CH:38]=[C:37]([C:39]([O:41]C)=[O:40])[CH:36]=[C:35]([F:43])[C:33]=5[N:34]=4)[CH:24]([CH2:25][CH2:26]3)[CH2:23]2)[CH2:3][CH2:2]1.CO.[OH-].[K+].